From a dataset of Catalyst prediction with 721,799 reactions and 888 catalyst types from USPTO. Predict which catalyst facilitates the given reaction. Reactant: [CH2:1]([O:3][C:4]1[CH:9]=[C:8]([O:10][CH2:11][CH2:12][CH2:13][C:14]2[C:15]([OH:29])=[N:16][N:17]([C:19]3[CH:24]=[CH:23][C:22]([C:25]([F:28])([F:27])[F:26])=[CH:21][N:20]=3)[CH:18]=2)[CH:7]=[CH:6][C:5]=1[CH2:30][CH2:31][C:32]([O:34]C)=[O:33])[CH3:2].CI.[CH3:38]N(C)C=O.[H-].[Na+]. Product: [CH2:1]([O:3][C:4]1[CH:9]=[C:8]([O:10][CH2:11][CH2:12][CH2:13][C:14]2[C:15]([O:29][CH3:38])=[N:16][N:17]([C:19]3[CH:24]=[CH:23][C:22]([C:25]([F:27])([F:28])[F:26])=[CH:21][N:20]=3)[CH:18]=2)[CH:7]=[CH:6][C:5]=1[CH2:30][CH2:31][C:32]([OH:34])=[O:33])[CH3:2]. The catalyst class is: 6.